This data is from Catalyst prediction with 721,799 reactions and 888 catalyst types from USPTO. The task is: Predict which catalyst facilitates the given reaction. (1) Product: [CH3:1][C:2]1[CH:3]=[C:4]2[C:9](=[CH:10][CH:11]=1)[N+:8]([O-:15])=[CH:7][CH:6]=[CH:5]2. The catalyst class is: 52. Reactant: [CH3:1][C:2]1[CH:3]=[C:4]2[C:9](=[CH:10][CH:11]=1)[N:8]=[CH:7][CH:6]=[CH:5]2.OO.O.[O-:15]S([O-])=O.[Na+].[Na+]. (2) Reactant: Br[C:2]1[CH:3]=[C:4]2[C:10]([C:11]3[CH:15]=[CH:14][N:13]([CH2:16][C:17]4[CH:22]=[C:21]([F:23])[CH:20]=[C:19]([F:24])[CH:18]=4)[N:12]=3)=[CH:9][N:8]([S:25]([C:28]3[CH:34]=[CH:33][C:31]([CH3:32])=[CH:30][CH:29]=3)(=[O:27])=[O:26])[C:5]2=[N:6][CH:7]=1.CC1(C)C(C)(C)OB([C:43]2[CH:48]=[CH:47][C:46]([N:49]3[CH2:54][CH2:53][N:52]([C:55]([O:57][C:58]([CH3:61])([CH3:60])[CH3:59])=[O:56])[CH2:51][CH2:50]3)=[CH:45][CH:44]=2)O1.C(=O)([O-])[O-].[Na+].[Na+]. Product: [F:24][C:19]1[CH:18]=[C:17]([CH:22]=[C:21]([F:23])[CH:20]=1)[CH2:16][N:13]1[CH:14]=[CH:15][C:11]([C:10]2[C:4]3[C:5](=[N:6][CH:7]=[C:2]([C:43]4[CH:44]=[CH:45][C:46]([N:49]5[CH2:50][CH2:51][N:52]([C:55]([O:57][C:58]([CH3:61])([CH3:60])[CH3:59])=[O:56])[CH2:53][CH2:54]5)=[CH:47][CH:48]=4)[CH:3]=3)[N:8]([S:25]([C:28]3[CH:29]=[CH:30][C:31]([CH3:32])=[CH:33][CH:34]=3)(=[O:27])=[O:26])[CH:9]=2)=[N:12]1. The catalyst class is: 108.